This data is from Full USPTO retrosynthesis dataset with 1.9M reactions from patents (1976-2016). The task is: Predict the reactants needed to synthesize the given product. (1) Given the product [CH3:11][N:12]1[CH2:16][CH2:15][CH:14]([C:2]2[CH:3]=[CH:4][C:5]([N:8]=[O:10])=[CH:6][CH:7]=2)[CH2:13]1, predict the reactants needed to synthesize it. The reactants are: F[C:2]1[CH:7]=[CH:6][C:5]([N+:8]([O-:10])=O)=[CH:4][CH:3]=1.[CH3:11][N:12]1[CH2:16][CH2:15][CH:14](O)[CH2:13]1.[H-].[Na+]. (2) The reactants are: N1([C:6]([O:8][C:9]2([CH2:13][C:14]3[CH:19]=[CH:18][CH:17]=[CH:16][CH:15]=3)[CH2:12][CH2:11][CH2:10]2)=[O:7])C=CN=C1.[OH:20][C@H:21]1[CH2:25][N:24]([C:26]([C:28]2[CH:33]=[CH:32][CH:31]=[CH:30][CH:29]=2)=[O:27])[C@@H:23]2[CH2:34][CH2:35][NH:36][C@H:22]12. Given the product [C:26]([N:24]1[C@H:23]2[C@H:22]([N:36]([C:6]([O:8][C:9]3([CH2:13][C:14]4[CH:15]=[CH:16][CH:17]=[CH:18][CH:19]=4)[CH2:10][CH2:11][CH2:12]3)=[O:7])[CH2:35][CH2:34]2)[C@@H:21]([OH:20])[CH2:25]1)(=[O:27])[C:28]1[CH:33]=[CH:32][CH:31]=[CH:30][CH:29]=1, predict the reactants needed to synthesize it. (3) Given the product [CH:1]([N:4]1[CH2:7][CH:6]([CH2:8][O:9][C:10]2[CH:15]=[CH:14][C:13]([C:16]3([CH2:22][NH:23][C:25]4[CH:30]=[CH:29][CH:28]=[CH:27][N:26]=4)[CH2:21][CH2:20][O:19][CH2:18][CH2:17]3)=[CH:12][CH:11]=2)[CH2:5]1)([CH3:3])[CH3:2], predict the reactants needed to synthesize it. The reactants are: [CH:1]([N:4]1[CH2:7][CH:6]([CH2:8][O:9][C:10]2[CH:15]=[CH:14][C:13]([C:16]3([CH2:22][NH2:23])[CH2:21][CH2:20][O:19][CH2:18][CH2:17]3)=[CH:12][CH:11]=2)[CH2:5]1)([CH3:3])[CH3:2].Br[C:25]1[CH:30]=[CH:29][CH:28]=[CH:27][N:26]=1.C1(P(C2C=CC=CC=2)C2C=CC3C(=CC=CC=3)C=2C2C3C(=CC=CC=3)C=CC=2P(C2C=CC=CC=2)C2C=CC=CC=2)C=CC=CC=1.CC(C)([O-])C.[Na+]. (4) Given the product [C:19]1([CH3:22])[CH:18]=[CH:17][C:16]([C:15]2[N:11]([CH2:10][C:9]([OH:23])=[O:8])[N:12]=[N:13][N:14]=2)=[CH:21][CH:20]=1, predict the reactants needed to synthesize it. The reactants are: C([O:8][C:9](=[O:23])[CH2:10][N:11]1[C:15]([C:16]2[CH:21]=[CH:20][C:19]([CH3:22])=[CH:18][CH:17]=2)=[N:14][N:13]=[N:12]1)C1C=CC=CC=1. (5) The reactants are: C(O[C:6]([NH:8][CH2:9][CH2:10][CH2:11][C:12]1[C:13]([C:24]2[CH:29]=[CH:28][N:27]=[CH:26][CH:25]=2)=[C:14](C2C=CC(F)=CC=2)[NH:15][CH:16]=1)=O)(C)(C)C.BrC1C(C2C=CC=CN=2)=C([C:46]2[CH:51]=[CH:50][C:49]([F:52])=[CH:48][CH:47]=2)N([Si](C(C)C)(C(C)C)C(C)C)C=1.[CH2:59]1[CH:67]2N([CH2:67][CH2:59][C:60](=O)[CH2:61]2)[CH2:61][CH2:60]1.C(N1CCC(=O)CC1)C1C=CC=CC=1. Given the product [F:52][C:49]1[CH:48]=[C:47]([C:14]2[NH:15][CH:16]=[C:12]([C:11]3[CH2:61][CH:60]4[N:8]([CH2:6][CH2:67][CH2:59]4)[CH2:9][CH:10]=3)[C:13]=2[C:24]2[CH:29]=[CH:28][N:27]=[CH:26][CH:25]=2)[CH:46]=[CH:51][CH:50]=1, predict the reactants needed to synthesize it. (6) Given the product [CH3:1][O:2][C:3]1[C:12]([NH:13][C:14]([N:34]2[CH2:33][CH2:32][N:31]([C:26]3[CH:25]=[C:24]([F:23])[CH:29]=[C:28]([F:30])[CH:27]=3)[CH2:36][CH2:35]2)=[O:22])=[CH:11][C:10]2[C:5](=[CH:6][CH:7]=[CH:8][CH:9]=2)[CH:4]=1, predict the reactants needed to synthesize it. The reactants are: [CH3:1][O:2][C:3]1[C:12]([NH:13][C:14](=[O:22])OC2C=CC=CC=2)=[CH:11][C:10]2[C:5](=[CH:6][CH:7]=[CH:8][CH:9]=2)[CH:4]=1.[F:23][C:24]1[CH:25]=[C:26]([N:31]2[CH2:36][CH2:35][NH:34][CH2:33][CH2:32]2)[CH:27]=[C:28]([F:30])[CH:29]=1. (7) Given the product [NH2:8][C@:9]([CH3:30])([CH2:12][CH2:13][C:14]1[CH:23]=[CH:22][C:21]2[C:16](=[CH:17][CH:18]=[C:19]([O:24][CH2:25][CH2:26][CH2:27][CH2:28][CH3:29])[CH:20]=2)[CH:15]=1)[CH2:10][OH:11], predict the reactants needed to synthesize it. The reactants are: C([NH:8][C@:9]([CH3:30])([CH2:12][CH2:13][C:14]1[CH:23]=[CH:22][C:21]2[C:16](=[CH:17][CH:18]=[C:19]([O:24][CH2:25][CH2:26][CH2:27][CH2:28][CH3:29])[CH:20]=2)[CH:15]=1)[CH2:10][OH:11])(OC(C)(C)C)=O. (8) Given the product [C:22]([N:6]1[C:5]2[CH:26]=[CH:27][C:2]([C:32]3[CH:33]=[N:34][C:29]([NH2:28])=[N:30][CH:31]=3)=[CH:3][C:4]=2[N:8]=[C:7]1[C:9]1[CH:14]=[CH:13][CH:12]=[CH:11][C:10]=1[C:15]1[N:19]=[C:18]([CH3:20])[N:17]([CH3:21])[N:16]=1)([CH3:25])([CH3:24])[CH3:23], predict the reactants needed to synthesize it. The reactants are: Br[C:2]1[CH:27]=[CH:26][C:5]2[N:6]([C:22]([CH3:25])([CH3:24])[CH3:23])[C:7]([C:9]3[CH:14]=[CH:13][CH:12]=[CH:11][C:10]=3[C:15]3[N:19]=[C:18]([CH3:20])[N:17]([CH3:21])[N:16]=3)=[N:8][C:4]=2[CH:3]=1.[NH2:28][C:29]1[N:34]=[CH:33][C:32](B2OC(C)(C)C(C)(C)O2)=[CH:31][N:30]=1.C([O-])([O-])=O.[Na+].[Na+]. (9) The reactants are: [O:1]=[C:2]1[CH2:6][CH2:5][C:4](=[O:7])[N:3]1[O:8][C:9](=[O:36])[CH2:10][CH2:11][C:12]1[N:13]=[CH:14][N:15](C(C2C=CC=CC=2)(C2C=CC=CC=2)C2C=CC=CC=2)[CH:16]=1.C([SiH](C(C)C)C(C)C)(C)C.[F:47][C:48]([F:53])([F:52])[C:49]([OH:51])=[O:50]. Given the product [F:47][C:48]([F:53])([F:52])[C:49]([O-:51])=[O:50].[O:7]=[C:4]1[CH2:5][CH2:6][C:2](=[O:1])[N:3]1[O:8][C:9]([CH2:10][CH2:11][C:12]1[N:13]=[CH:14][NH2+:15][CH:16]=1)=[O:36], predict the reactants needed to synthesize it.